Dataset: Full USPTO retrosynthesis dataset with 1.9M reactions from patents (1976-2016). Task: Predict the reactants needed to synthesize the given product. (1) The reactants are: [Cl:1][C:2]1[CH:7]=[CH:6][C:5]([CH:8]2[CH:12]([C:13]3[CH:18]=[CH:17][C:16]([Cl:19])=[CH:15][CH:14]=3)[NH:11][C:10]([C:20]3[C:21]([O:28][CH2:29][CH3:30])=[N:22][C:23]([S:26][CH3:27])=[N:24][CH:25]=3)=[N:9]2)=[CH:4][CH:3]=1.[C:31](Cl)([Cl:33])=[O:32]. Given the product [Cl:1][C:2]1[CH:7]=[CH:6][C:5]([CH:8]2[CH:12]([C:13]3[CH:14]=[CH:15][C:16]([Cl:19])=[CH:17][CH:18]=3)[N:11]([C:31]([Cl:33])=[O:32])[C:10]([C:20]3[C:21]([O:28][CH2:29][CH3:30])=[N:22][C:23]([S:26][CH3:27])=[N:24][CH:25]=3)=[N:9]2)=[CH:4][CH:3]=1, predict the reactants needed to synthesize it. (2) Given the product [Si:1]([O:8][CH2:9][C:10]([N:13]1[C:18](=[O:19])[CH:17]=[CH:16][C:15]([C:20]([OH:22])=[O:21])=[CH:14]1)([CH3:12])[CH3:11])([C:4]([CH3:5])([CH3:6])[CH3:7])([CH3:3])[CH3:2], predict the reactants needed to synthesize it. The reactants are: [Si:1]([O:8][CH2:9][C:10]([N:13]1[C:18](=[O:19])[CH:17]=[CH:16][C:15]([C:20]([O:22]C)=[O:21])=[CH:14]1)([CH3:12])[CH3:11])([C:4]([CH3:7])([CH3:6])[CH3:5])([CH3:3])[CH3:2].[OH-].[Na+]. (3) Given the product [CH2:18]([C:25]1[C:33]2[C:28](=[CH:29][C:30]([C:34]([N:1]3[CH2:2][CH:3]([N:5]4[CH2:6][CH2:7][N:8]([C:11]([C:13]5[S:14][CH:15]=[CH:16][N:17]=5)=[O:12])[CH2:9][CH2:10]4)[CH2:4]3)=[O:35])=[CH:31][CH:32]=2)[N:27]([CH3:37])[CH:26]=1)[C:19]1[CH:20]=[CH:21][CH:22]=[CH:23][CH:24]=1, predict the reactants needed to synthesize it. The reactants are: [NH:1]1[CH2:4][CH:3]([N:5]2[CH2:10][CH2:9][N:8]([C:11]([C:13]3[S:14][CH:15]=[CH:16][N:17]=3)=[O:12])[CH2:7][CH2:6]2)[CH2:2]1.[CH2:18]([C:25]1[C:33]2[C:28](=[CH:29][C:30]([C:34](O)=[O:35])=[CH:31][CH:32]=2)[N:27]([CH3:37])[CH:26]=1)[C:19]1[CH:24]=[CH:23][CH:22]=[CH:21][CH:20]=1.CCN(CC)CC.CN(C(ON1N=NC2C=CC=NC1=2)=[N+](C)C)C.F[P-](F)(F)(F)(F)F. (4) Given the product [OH:24][C:21]1([C:5]2[CH:6]=[C:7]([CH3:8])[C:2]([CH3:1])=[CH:3][C:4]=2[NH:9][C:10](=[O:12])[CH3:11])[C:22](=[O:23])[C:16]2[C:17](=[CH:18][CH:13]=[CH:14][CH:15]=2)[C:19]1=[O:20], predict the reactants needed to synthesize it. The reactants are: [CH3:1][C:2]1[CH:3]=[C:4]([NH:9][C:10](=[O:12])[CH3:11])[CH:5]=[CH:6][C:7]=1[CH3:8].[CH:13]1[CH:18]=[C:17]2[C:19]([C:21](O)([OH:24])[C:22](=[O:23])[C:16]2=[CH:15][CH:14]=1)=[O:20]. (5) Given the product [CH2:1]([O:3][C:4]1[CH:5]=[C:6]([CH:9]=[C:10]([O:12][CH2:13][CH3:14])[CH:11]=1)[CH:7]=[C:16]([C:15]#[N:19])[C:17]#[N:18])[CH3:2], predict the reactants needed to synthesize it. The reactants are: [CH2:1]([O:3][C:4]1[CH:5]=[C:6]([CH:9]=[C:10]([O:12][CH2:13][CH3:14])[CH:11]=1)[CH:7]=O)[CH3:2].[C:15](#[N:19])[CH2:16][C:17]#[N:18]. (6) Given the product [P:9]([C:3]([C:4]([F:5])([F:6])[F:7])([F:2])[F:8])([C:19]([C:20]([F:23])([F:22])[F:21])([F:25])[F:24])[C:12]([C:13]([F:16])([F:15])[F:14])([F:18])[F:17], predict the reactants needed to synthesize it. The reactants are: O.[F:2][C:3]([P:9]([C:19]([F:25])([F:24])[C:20]([F:23])([F:22])[F:21])([C:12]([F:18])([F:17])[C:13]([F:16])([F:15])[F:14])(F)F)([F:8])[C:4]([F:7])([F:6])[F:5]. (7) Given the product [S:11]([O-:15])([O-:14])(=[O:12])=[O:10].[CH3:8][S+:7]([CH3:9])[C:1]1[CH:6]=[CH:5][CH:4]=[CH:3][CH:2]=1.[CH3:8][S+:7]([C:1]1[CH:6]=[CH:5][CH:4]=[CH:3][CH:2]=1)[CH3:9], predict the reactants needed to synthesize it. The reactants are: [C:1]1([S:7][CH3:8])[CH:6]=[CH:5][CH:4]=[CH:3][CH:2]=1.[CH3:9][O:10][S:11](=[O:15])(=[O:14])[O:12]C.O.